This data is from Forward reaction prediction with 1.9M reactions from USPTO patents (1976-2016). The task is: Predict the product of the given reaction. (1) Given the reactants [CH2:1]([N:8]1[C:16]2[CH:15]=[CH:14][N:13]=[C:12]([O:17][CH3:18])[C:11]=2[C:10](I)=[N:9]1)[C:2]1[CH:7]=[CH:6][CH:5]=[CH:4][CH:3]=1.CC1(C)C(C)(C)OB([C:28]2[CH:33]=[CH:32][C:31]([N:34]3[CH2:39][CH2:38][O:37][CH2:36][CH2:35]3)=[CH:30][CH:29]=2)O1.C(=O)([O-])[O-].[Na+].[Na+].O, predict the reaction product. The product is: [CH2:1]([N:8]1[C:16]2[CH:15]=[CH:14][N:13]=[C:12]([O:17][CH3:18])[C:11]=2[C:10]([C:28]2[CH:29]=[CH:30][C:31]([N:34]3[CH2:35][CH2:36][O:37][CH2:38][CH2:39]3)=[CH:32][CH:33]=2)=[N:9]1)[C:2]1[CH:7]=[CH:6][CH:5]=[CH:4][CH:3]=1. (2) Given the reactants NC(N)=O.[C:5]([O:9][C:10]([N:12]1[CH2:17][CH2:16][N:15]([S:18]([C:21]2[C:22]([OH:29])=[C:23]([CH:25]=[CH:26][C:27]=2[Cl:28])[NH2:24])(=[O:20])=[O:19])[CH2:14][CH2:13]1)=[O:11])([CH3:8])([CH3:7])[CH3:6].[Cl:30][C:31]1[C:36]([Cl:37])=[CH:35][CH:34]=[CH:33][C:32]=1[N:38]=[C:39]=[O:40], predict the reaction product. The product is: [C:5]([O:9][C:10]([N:12]1[CH2:17][CH2:16][N:15]([S:18]([C:21]2[C:22]([OH:29])=[C:23]([NH:24][C:39]([NH:38][C:32]3[CH:33]=[CH:34][CH:35]=[C:36]([Cl:37])[C:31]=3[Cl:30])=[O:40])[CH:25]=[CH:26][C:27]=2[Cl:28])(=[O:19])=[O:20])[CH2:14][CH2:13]1)=[O:11])([CH3:8])([CH3:6])[CH3:7]. (3) Given the reactants C[O:2][C:3](=O)[CH:4]([C:26]1[CH:31]=[CH:30][C:29]([O:32][CH3:33])=[CH:28][CH:27]=1)[CH2:5][C:6]1[C:7]([NH:19][C:20]2[CH:25]=[CH:24][CH:23]=[CH:22][CH:21]=2)=[N:8][C:9]([NH:12][C:13]2[CH:18]=[CH:17][CH:16]=[CH:15][CH:14]=2)=[N:10][CH:11]=1.S(=O)(=O)(O)O, predict the reaction product. The product is: [CH3:33][O:32][C:29]1[CH:30]=[CH:31][C:26]([CH:4]2[C:3](=[O:2])[N:19]([C:20]3[CH:25]=[CH:24][CH:23]=[CH:22][CH:21]=3)[C:7]3[N:8]=[C:9]([NH:12][C:13]4[CH:18]=[CH:17][CH:16]=[CH:15][CH:14]=4)[N:10]=[CH:11][C:6]=3[CH2:5]2)=[CH:27][CH:28]=1. (4) Given the reactants CS(O[CH2:6][CH2:7][O:8][CH:9]1[CH2:14][CH:13]2[CH2:15][CH:10]1[CH2:11][N:12]2[C:16]1[C:17]2[C:24]([CH:25]([CH3:27])[CH3:26])=[CH:23][S:22][C:18]=2[N:19]=[CH:20][N:21]=1)(=O)=O.Cl.[CH:29]12[CH2:35][CH:32]([NH:33][CH2:34]1)[CH2:31][O:30]2.C(=O)([O-])[O-].[K+].[K+].CN(C=O)C, predict the reaction product. The product is: [CH:25]([C:24]1[C:17]2[C:16]([N:12]3[CH2:11][CH:10]4[CH2:15][CH:13]3[CH2:14][CH:9]4[O:8][CH2:7][CH2:6][N:33]3[CH2:34][CH:29]4[CH2:35][CH:32]3[CH2:31][O:30]4)=[N:21][CH:20]=[N:19][C:18]=2[S:22][CH:23]=1)([CH3:27])[CH3:26]. (5) Given the reactants BrC1N=CC(C(N2CCN(C3C(C)=CC(C)=C(C)N=3)CC2)=O)=CC=1.COC1C=CC(CN2C(=O)C(C)NC2=O)=CC=1.COC1C=CC(C[N:49]2[C:53](=[O:54])[CH:52]([CH3:55])[N:51]([C:56]3[CH:61]=[CH:60][C:59]([C:62]([N:64]4[CH2:69][CH2:68][N:67]([C:70]5[C:75]([CH3:76])=[CH:74][C:73]([CH3:77])=[C:72]([CH3:78])[N:71]=5)[CH2:66][CH2:65]4)=[O:63])=[CH:58][N:57]=3)[C:50]2=[O:79])=CC=1, predict the reaction product. The product is: [CH3:55][CH:52]1[N:51]([C:56]2[CH:61]=[CH:60][C:59]([C:62]([N:64]3[CH2:69][CH2:68][N:67]([C:70]4[C:75]([CH3:76])=[CH:74][C:73]([CH3:77])=[C:72]([CH3:78])[N:71]=4)[CH2:66][CH2:65]3)=[O:63])=[CH:58][N:57]=2)[C:50](=[O:79])[NH:49][C:53]1=[O:54]. (6) Given the reactants Br[CH2:2][CH2:3][CH2:4][CH:5]=[CH2:6].[Na+].[I-].[SH:9][C:10]1[N:14]=[CH:13][NH:12][N:11]=1, predict the reaction product. The product is: [CH2:2]([S:9][C:10]1[N:14]=[CH:13][NH:12][N:11]=1)[CH2:3][CH2:4][CH:5]=[CH2:6]. (7) Given the reactants [H-].[Na+].[Cl:3][C:4]1[CH:9]=[CH:8][C:7]([OH:10])=[CH:6][CH:5]=1.Cl[CH2:12][Sn:13]([CH3:16])([CH3:15])[CH3:14], predict the reaction product. The product is: [Cl:3][C:4]1[CH:9]=[CH:8][C:7]([O:10][CH2:12][Sn:13]([CH3:16])([CH3:15])[CH3:14])=[CH:6][CH:5]=1. (8) Given the reactants [Cl:1][C:2]1[N:7]=[CH:6][C:5]2[C:8]([C:14]([OH:16])=O)=[N:9][N:10]([CH:11]([CH3:13])[CH3:12])[C:4]=2[CH:3]=1.C[N:18](C(ON1N=NC2C1=CC=CC=2)=[N+](C)C)C.F[P-](F)(F)(F)(F)F.C(N(CC)C(C)C)(C)C.[OH-].[NH4+], predict the reaction product. The product is: [Cl:1][C:2]1[N:7]=[CH:6][C:5]2[C:8]([C:14]([NH2:18])=[O:16])=[N:9][N:10]([CH:11]([CH3:12])[CH3:13])[C:4]=2[CH:3]=1. (9) The product is: [O:10]1[C@@H:9]2[O:5][CH2:6][C:7](=[O:13])[CH2:15][C@@H:8]2[CH2:12][CH2:11]1. Given the reactants C[Al](C)C.[O:5]1[C@H:9]2[O:10][CH2:11][CH2:12][C@H:8]2[C:7](=[O:13])[CH2:6]1.[Si](C=[N+]=[N-])(C)(C)[CH3:15].CCCC[N+](CCCC)(CCCC)CCCC.[F-], predict the reaction product. (10) The product is: [CH:22]1([CH2:17][N:14]2[CH2:15][CH2:16][N:12]([C:4]3[S:5][C:6]([C:7]([OH:9])=[O:8])=[C:2]([CH3:1])[N:3]=3)[C:13]2=[O:23])[CH2:21][CH2:20][CH2:19]1. Given the reactants [CH3:1][C:2]1[N:3]=[C:4]([N:12]2[CH2:16][CH2:15][N:14]([C:17]3[CH:22]=[CH:21][CH:20]=[CH:19]C=3)[C:13]2=[O:23])[S:5][C:6]=1[C:7]([O:9]CC)=[O:8].C1(CN2CCN(C3SC(C(OCC)=O)=C(C)N=3)C2=O)CCC1, predict the reaction product.